Predict the product of the given reaction. From a dataset of Forward reaction prediction with 1.9M reactions from USPTO patents (1976-2016). (1) Given the reactants [Cl:1][C:2]1[CH:7]=[CH:6][C:5]([C@H:8]2[C@@H:12]([C:13]3[CH:18]=[CH:17][C:16]([Cl:19])=[CH:15][CH:14]=3)[N:11]([C:20](Cl)=[O:21])[C:10]([C:23]3[CH:28]=[CH:27][C:26]([C:29]([C:32]#[N:33])([CH3:31])[CH3:30])=[CH:25][C:24]=3[O:34][CH2:35][CH3:36])=[N:9]2)=[CH:4][CH:3]=1.[CH:37]([N:40]([CH3:50])[C:41](=[O:49])[CH2:42][N:43]1[CH2:48][CH2:47][NH:46][CH2:45][CH2:44]1)([CH3:39])[CH3:38], predict the reaction product. The product is: [Cl:1][C:2]1[CH:3]=[CH:4][C:5]([C@H:8]2[C@@H:12]([C:13]3[CH:14]=[CH:15][C:16]([Cl:19])=[CH:17][CH:18]=3)[N:11]([C:20]([N:46]3[CH2:45][CH2:44][N:43]([CH2:42][C:41]([N:40]([CH:37]([CH3:39])[CH3:38])[CH3:50])=[O:49])[CH2:48][CH2:47]3)=[O:21])[C:10]([C:23]3[CH:28]=[CH:27][C:26]([C:29]([C:32]#[N:33])([CH3:31])[CH3:30])=[CH:25][C:24]=3[O:34][CH2:35][CH3:36])=[N:9]2)=[CH:6][CH:7]=1. (2) Given the reactants [CH2:1]([N:8]1[CH2:13][CH2:12][C@@H:11]([CH3:14])[C@@H:10]([NH:15][C:16]2[C:21]([CH2:22][OH:23])=[CH:20][N:19]=[C:18]3[N:24]([CH2:27][O:28][CH2:29][CH2:30][Si:31]([CH3:34])([CH3:33])[CH3:32])[CH:25]=[CH:26][C:17]=23)[CH2:9]1)[C:2]1[CH:7]=[CH:6][CH:5]=[CH:4][CH:3]=1.[CH:35](O)=O, predict the reaction product. The product is: [CH2:1]([N:8]1[CH2:13][CH2:12][C@@H:11]([CH3:14])[C@@H:10]([N:15]2[C:16]3[C:17]4[CH:26]=[CH:25][N:24]([CH2:27][O:28][CH2:29][CH2:30][Si:31]([CH3:33])([CH3:32])[CH3:34])[C:18]=4[N:19]=[CH:20][C:21]=3[CH2:22][O:23][CH2:35]2)[CH2:9]1)[C:2]1[CH:3]=[CH:4][CH:5]=[CH:6][CH:7]=1. (3) The product is: [Br:1][C:2]1[CH:3]=[CH:4][CH:5]=[C:6]2[C:11]=1[C:10](=[O:12])[CH2:9][CH2:8][CH2:7]2. Given the reactants [Br:1][C:2]1[CH:3]=[CH:4][CH:5]=[C:6]2[C:11]=1[CH:10]([OH:12])[CH2:9][CH2:8][CH2:7]2.ClCCl.C1C=C[NH+]=CC=1.[O-][Cr](Cl)(=O)=O, predict the reaction product. (4) Given the reactants [CH3:1][S:2][C:3]1[CH:10]=[CH:9][C:6]([CH2:7]Br)=[CH:5][CH:4]=1.BrCC1CCCCO1.[NH:19]1[C:27]2[C:22](=[CH:23][CH:24]=[CH:25][CH:26]=2)[C:21]2([C:31]3=[CH:32][C:33]4[O:37][CH2:36][O:35][C:34]=4[CH:38]=[C:30]3[O:29][CH2:28]2)[C:20]1=[O:39].N1C2C(=CC=CC=2)C2(COC3C=C4C(=CC2=3)CCO4)C1=O, predict the reaction product. The product is: [CH3:1][S:2][C:3]1[CH:10]=[CH:9][C:6]([CH2:7][N:19]2[C:27]3[C:22](=[CH:23][CH:24]=[CH:25][CH:26]=3)[C:21]3([C:31]4=[CH:32][C:33]5[O:37][CH2:36][O:35][C:34]=5[CH:38]=[C:30]4[O:29][CH2:28]3)[C:20]2=[O:39])=[CH:5][CH:4]=1. (5) Given the reactants [CH:1]([C:3]1[N:7]([CH:8]([CH3:10])[CH3:9])[N:6]=[C:5]([C:11]([O:13][C:14]([CH3:17])([CH3:16])[CH3:15])=[O:12])[CH:4]=1)=O.[NH:18]1[CH2:23][CH2:22][O:21][CH2:20][CH2:19]1.C(O[BH-](OC(=O)C)OC(=O)C)(=O)C.[Na+].C(=O)(O)[O-].[Na+], predict the reaction product. The product is: [CH3:9][CH:8]([N:7]1[C:3]([CH2:1][N:18]2[CH2:23][CH2:22][O:21][CH2:20][CH2:19]2)=[CH:4][C:5]([C:11]([O:13][C:14]([CH3:17])([CH3:16])[CH3:15])=[O:12])=[N:6]1)[CH3:10]. (6) Given the reactants [CH3:1][O:2][C:3]([NH:5][C@@H:6]([CH:17]([CH3:19])[CH3:18])[C:7]([N:9]1[CH2:13][CH2:12][CH2:11][C@H:10]1[C:14]([OH:16])=O)=[O:8])=[O:4].[C:20]([C:24]1[CH:29]=[CH:28][C:27]([N:30]2[C@H:34]([C:35]3[CH:41]=[CH:40][C:38]([NH2:39])=[CH:37][CH:36]=3)[CH2:33][CH2:32][C@H:31]2[C:42]2[CH:48]=[CH:47][C:45]([NH2:46])=[CH:44][CH:43]=2)=[CH:26][CH:25]=1)([CH3:23])([CH3:22])[CH3:21].CN(C(ON1N=NC2C=CC=NC1=2)=[N+](C)C)C.F[P-](F)(F)(F)(F)F.CCN(C(C)C)C(C)C, predict the reaction product. The product is: [CH3:1][O:2][C:3]([NH:5][C@H:6]([C:7]([N:9]1[CH2:13][CH2:12][CH2:11][C@H:10]1[C:14]([NH:39][C:38]1[CH:37]=[CH:36][C:35]([C@@H:34]2[CH2:33][CH2:32][C@@H:31]([C:42]3[CH:48]=[CH:47][C:45]([NH2:46])=[CH:44][CH:43]=3)[N:30]2[C:27]2[CH:26]=[CH:25][C:24]([C:20]([CH3:23])([CH3:22])[CH3:21])=[CH:29][CH:28]=2)=[CH:41][CH:40]=1)=[O:16])=[O:8])[CH:17]([CH3:19])[CH3:18])=[O:4].